Dataset: Reaction yield outcomes from USPTO patents with 853,638 reactions. Task: Predict the reaction yield, written as a fraction of the theoretical maximum amount of product (1.0 means a 100% yield; for example, 0.34 means a 34% yield). (1) The reactants are [C:1]([C:3]1[CH:4]=[C:5]([NH:9][C:10](=[O:32])[NH:11][C:12]2[CH:17]=[CH:16][C:15]([S:18]([NH:21][CH2:22][C:23]3[C:28]([F:29])=[CH:27][CH:26]=[C:25]([F:30])[C:24]=3[F:31])(=[O:20])=[O:19])=[CH:14][CH:13]=2)[CH:6]=[CH:7][CH:8]=1)#[N:2].Cl.[CH3:34][OH:35]. No catalyst specified. The product is [CH3:34][O:35][C:1](=[NH:2])[C:3]1[CH:8]=[CH:7][CH:6]=[C:5]([NH:9][C:10]([NH:11][C:12]2[CH:17]=[CH:16][C:15]([S:18](=[O:19])(=[O:20])[NH:21][CH2:22][C:23]3[C:28]([F:29])=[CH:27][CH:26]=[C:25]([F:30])[C:24]=3[F:31])=[CH:14][CH:13]=2)=[O:32])[CH:4]=1. The yield is 0.990. (2) The reactants are [C:1]1([C:7]2[C:11]([C:12]([F:15])([F:14])[F:13])=[C:10]([C:16]3(O)[O:20][N:19]=[C:18]4[C:21]5[C:26]([CH2:27][CH2:28][CH:17]34)=[CH:25][C:24]([CH:29]=[CH2:30])=[CH:23][CH:22]=5)[O:9][N:8]=2)[CH:6]=[CH:5][CH:4]=[CH:3][CH:2]=1.S(Cl)(Cl)=O.N1C=CC=CC=1. The catalyst is C1(C)C=CC=CC=1. The product is [C:1]1([C:7]2[C:11]([C:12]([F:13])([F:14])[F:15])=[C:10]([C:16]3[O:20][N:19]=[C:18]4[C:21]5[C:26]([CH2:27][CH2:28][C:17]=34)=[CH:25][C:24]([CH:29]=[CH2:30])=[CH:23][CH:22]=5)[O:9][N:8]=2)[CH:2]=[CH:3][CH:4]=[CH:5][CH:6]=1. The yield is 0.409.